The task is: Predict which catalyst facilitates the given reaction.. This data is from Catalyst prediction with 721,799 reactions and 888 catalyst types from USPTO. (1) Reactant: [C:1]([O:5][C:6]([N:8]1[CH2:14][CH2:13][CH2:12][N:11]([C:15]2[N:20]=[C:19]([O:21][CH3:22])[C:18]([N+:23]([O-])=O)=[C:17]([O:26][CH3:27])[N:16]=2)[CH2:10][CH2:9]1)=[O:7])([CH3:4])([CH3:3])[CH3:2]. Product: [C:1]([O:5][C:6]([N:8]1[CH2:14][CH2:13][CH2:12][N:11]([C:15]2[N:20]=[C:19]([O:21][CH3:22])[C:18]([NH2:23])=[C:17]([O:26][CH3:27])[N:16]=2)[CH2:10][CH2:9]1)=[O:7])([CH3:4])([CH3:3])[CH3:2]. The catalyst class is: 8. (2) Reactant: [NH+:1]1([O-])[C:5]2=[N:6][CH:7]=[CH:8][CH:9]=[C:4]2[CH:3]=[CH:2]1.CS([Cl:15])(=O)=O.[OH-].[Na+]. Product: [Cl:15][C:9]1[CH:8]=[CH:7][N:6]=[C:5]2[NH:1][CH:2]=[CH:3][C:4]=12. The catalyst class is: 3. (3) Reactant: Br[C:2]1[S:6][C:5]([NH:7][C:8]([NH:10][C:11]2[C:16]([Cl:17])=[CH:15][CH:14]=[CH:13][C:12]=2[Cl:18])=[O:9])=[C:4]([C:19]([O:21][C:22]([CH3:25])([CH3:24])[CH3:23])=[O:20])[CH:3]=1.[N:26]1[CH:31]=[CH:30][CH:29]=[C:28](B(O)O)[CH:27]=1.C([O-])([O-])=O.[Na+].[Na+]. Product: [Cl:18][C:12]1[CH:13]=[CH:14][CH:15]=[C:16]([Cl:17])[C:11]=1[NH:10][C:8]([NH:7][C:5]1[S:6][C:2]([C:28]2[CH:27]=[N:26][CH:31]=[CH:30][CH:29]=2)=[CH:3][C:4]=1[C:19]([O:21][C:22]([CH3:25])([CH3:24])[CH3:23])=[O:20])=[O:9]. The catalyst class is: 628. (4) Reactant: Cl[C:2]1[O:3][C:4]2[C:5](=[C:7]([C:11]#[N:12])[CH:8]=[CH:9][CH:10]=2)[N:6]=1.[F:13][C:14]1[CH:19]=[CH:18][C:17]([C:20]2[O:21][C:22]3[CH:32]=[C:31]([N:33]([CH3:38])[S:34]([CH3:37])(=[O:36])=[O:35])[C:30]([C@H:39]4[CH2:44][CH2:43][CH2:42][NH:41][CH2:40]4)=[CH:29][C:23]=3[C:24]=2[C:25]([NH:27][CH3:28])=[O:26])=[CH:16][CH:15]=1.C([O-])([O-])=O.[K+].[K+]. Product: [C:11]([C:7]1[C:5]2[N:6]=[C:2]([N:41]3[CH2:42][CH2:43][CH2:44][C@H:39]([C:30]4[C:31]([N:33]([CH3:38])[S:34]([CH3:37])(=[O:35])=[O:36])=[CH:32][C:22]5[O:21][C:20]([C:17]6[CH:16]=[CH:15][C:14]([F:13])=[CH:19][CH:18]=6)=[C:24]([C:25]([NH:27][CH3:28])=[O:26])[C:23]=5[CH:29]=4)[CH2:40]3)[O:3][C:4]=2[CH:10]=[CH:9][CH:8]=1)#[N:12]. The catalyst class is: 18. (5) Reactant: [Br:1][C:2]1[CH:3]=[C:4]([NH2:9])[C:5]([NH2:8])=[CH:6][CH:7]=1.O=[C:11]([CH2:16][CH2:17][C:18](OC)=[O:19])[C:12]([O:14][CH3:15])=[O:13]. Product: [Br:1][C:2]1[CH:3]=[C:4]2[C:5]([NH:8][C:18](=[O:19])[C:17]([CH2:16][CH2:11][C:12]([O:14][CH3:15])=[O:13])=[N:9]2)=[CH:6][CH:7]=1. The catalyst class is: 5. (6) Reactant: [CH3:1][N:2]1[C:10]2[CH2:9][CH2:8][CH2:7][CH2:6][C:5]=2[C:4]([C:11]2[N:12]=[C:13]3[C:19]([CH:20]=[O:21])=[CH:18][N:17]([CH2:22][O:23][CH2:24][CH2:25][Si:26]([CH3:29])([CH3:28])[CH3:27])[C:14]3=[N:15][CH:16]=2)=[N:3]1.S(=O)(=O)([OH:32])N.Cl([O-])=O.[Na+].OP([O-])(O)=O.[K+].[OH2:45]. Product: [C:20]([C:19]1[C:13]2[C:14](=[N:15][CH:16]=[C:11]([C:4]3[C:5]4[CH2:6][CH2:7][CH2:8][CH2:9][C:10]=4[N:2]([CH3:1])[N+:3]=3[O-:32])[N:12]=2)[N:17]([CH2:22][O:23][CH2:24][CH2:25][Si:26]([CH3:29])([CH3:28])[CH3:27])[CH:18]=1)([OH:21])=[O:45]. The catalyst class is: 12. (7) Reactant: [N+:1]([C:4]1[CH:5]=[C:6]([S:10]([NH:13][C:14]2[CH:19]=[CH:18][CH:17]=[CH:16][CH:15]=2)(=[O:12])=[O:11])[CH:7]=[CH:8][CH:9]=1)([O-])=O. Product: [NH2:1][C:4]1[CH:5]=[C:6]([S:10]([NH:13][C:14]2[CH:15]=[CH:16][CH:17]=[CH:18][CH:19]=2)(=[O:12])=[O:11])[CH:7]=[CH:8][CH:9]=1. The catalyst class is: 49. (8) Reactant: [NH2:1][C:2]1[C:11]2[N:12]=[C:13]([CH2:35][O:36][CH2:37][CH3:38])[N:14]([CH2:15][CH2:16][CH2:17][N:18]([CH2:23][C:24]3[CH:25]=[C:26]([CH2:30][C:31]([O:33][CH3:34])=[O:32])[CH:27]=[CH:28][CH:29]=3)[C:19](=[O:22])[CH2:20]Cl)[C:10]=2[C:9]2[CH:8]=[CH:7][CH:6]=[CH:5][C:4]=2[N:3]=1.[CH3:39][NH:40][CH3:41]. Product: [CH3:34][O:33][C:31](=[O:32])[CH2:30][C:26]1[CH:27]=[CH:28][CH:29]=[C:24]([CH2:23][N:18]([CH2:17][CH2:16][CH2:15][N:14]2[C:10]3[C:9]4[CH:8]=[CH:7][CH:6]=[CH:5][C:4]=4[N:3]=[C:2]([NH2:1])[C:11]=3[N:12]=[C:13]2[CH2:35][O:36][CH2:37][CH3:38])[C:19](=[O:22])[CH2:20][N:40]([CH3:41])[CH3:39])[CH:25]=1. The catalyst class is: 3.